This data is from Forward reaction prediction with 1.9M reactions from USPTO patents (1976-2016). The task is: Predict the product of the given reaction. (1) Given the reactants [NH2:1][C:2]1[CH:7]=[CH:6][N:5]=[C:4](Cl)[N:3]=1.[CH:9]1([C:13]2[C:18]([OH:19])=[C:17]([F:20])[C:16]([C:21]3[N:26]=[N:25][C:24]4[N:27](S(C5C=CC(C)=CC=5)(=O)=O)[CH:28]=[CH:29][C:23]=4[CH:22]=3)=[CH:15][CH:14]=2)[CH2:12][CH2:11][CH2:10]1, predict the reaction product. The product is: [CH:9]1([C:13]2[C:18]([O:19][C:4]3[N:3]=[C:2]([NH2:1])[CH:7]=[CH:6][N:5]=3)=[C:17]([F:20])[C:16]([C:21]3[N:26]=[N:25][C:24]4[NH:27][CH:28]=[CH:29][C:23]=4[CH:22]=3)=[CH:15][CH:14]=2)[CH2:10][CH2:11][CH2:12]1. (2) Given the reactants [NH:1]([C:3]1[N:8]([CH2:9][CH:10]([CH3:12])[CH3:11])[C:7](=[O:13])[N:6]([CH3:14])[C:5](=[O:15])[CH:4]=1)[NH2:2].[F:16][C:17]1[CH:18]=[C:19]2[C:24](=[CH:25][CH:26]=1)[N:23]=[CH:22][CH:21]=[C:20]2[CH:27]=O.[CH3:29][N:30]1[CH:34]=[CH:33][N:32]=[C:31]1[CH:35]=O, predict the reaction product. The product is: [F:16][C:17]1[CH:18]=[C:19]2[C:24](=[CH:25][CH:26]=1)[N:23]=[CH:22][CH:21]=[C:20]2[CH2:27][N:2]1[C:35]([C:31]2[N:30]([CH3:29])[CH:34]=[CH:33][N:32]=2)=[C:4]2[C:3]([N:8]([CH2:9][CH:10]([CH3:11])[CH3:12])[C:7](=[O:13])[N:6]([CH3:14])[C:5]2=[O:15])=[N:1]1. (3) Given the reactants Br[C:2]1[CH:3]=[CH:4][C:5]2=[C:6]([CH:37]=1)[N:7]=[C:8]([NH:29][C:30](=[O:36])[O:31][C:32]([CH3:35])([CH3:34])[CH3:33])[CH2:9][C:10]([C:12](=[O:28])[N:13]([CH2:17][CH2:18][CH2:19][O:20][Si:21]([C:24]([CH3:27])([CH3:26])[CH3:25])([CH3:23])[CH3:22])[CH2:14][CH2:15][CH3:16])=[CH:11]2.CC1(C)C(C)(C)OB([C:46]2[CH:51]=[CH:50][C:49]([CH2:52][C:53]([O:55][CH2:56][CH2:57][CH3:58])=[O:54])=[CH:48][CH:47]=2)O1.C(=O)([O-])[O-].[K+].[K+], predict the reaction product. The product is: [C:32]([O:31][C:30]([NH:29][C:8]1[CH2:9][C:10]([C:12](=[O:28])[N:13]([CH2:17][CH2:18][CH2:19][O:20][Si:21]([C:24]([CH3:26])([CH3:25])[CH3:27])([CH3:23])[CH3:22])[CH2:14][CH2:15][CH3:16])=[CH:11][C:5]2[CH:4]=[CH:3][C:2]([C:46]3[CH:51]=[CH:50][C:49]([CH2:52][C:53]([O:55][CH2:56][CH2:57][CH3:58])=[O:54])=[CH:48][CH:47]=3)=[CH:37][C:6]=2[N:7]=1)=[O:36])([CH3:34])([CH3:35])[CH3:33]. (4) The product is: [C:30]([C:29]1[S:18][C:5]2[C:6]3[S:14][C:13]4[C:12]5[S:15][CH:16]=[CH:17][C:11]=5[S:10][C:9]=4[C:7]=3[S:8][C:4]=2[C:3]=1[CH2:19][CH2:20][CH2:21][CH2:22][CH2:23][CH2:24][CH2:25][CH2:26][CH2:27][CH3:28])#[C:31][CH2:32][CH2:33][CH2:34][CH2:35][CH2:36][CH2:37][CH2:38][CH3:39]. Given the reactants BrC1[S:18][C:5]2[C:6]3[S:14][C:13]4[C:12]5[S:15][CH:16]=[CH:17][C:11]=5[S:10][C:9]=4[C:7]=3[S:8][C:4]=2[C:3]=1[CH2:19][CH2:20][CH2:21][CH2:22][CH2:23][CH2:24][CH2:25][CH2:26][CH2:27][CH3:28].[CH:29]#[C:30][CH2:31][CH2:32][CH2:33][CH2:34][CH2:35][CH2:36][CH2:37][CH3:38].[CH2:39](N(CC)CC)C, predict the reaction product. (5) Given the reactants [CH3:1][O:2][C:3](=[O:53])[C@H:4]([CH2:17][C:18]1[CH:23]=[CH:22][C:21]([NH:24][C:25](=[O:52])[C@H:26]([NH:34]C(OCC2C3C(=CC=CC=3)C3C2=CC=CC=3)=O)[CH2:27][C:28]2[CH:29]=[N:30][CH:31]=[CH:32][CH:33]=2)=[CH:20][CH:19]=1)[NH:5][C:6]([C:8]1[C:13]([CH3:14])=[CH:12][CH:11]=[CH:10][C:9]=1[CH2:15][CH3:16])=[S:7].N1CCCCC1, predict the reaction product. The product is: [CH3:1][O:2][C:3](=[O:53])[C@H:4]([CH2:17][C:18]1[CH:23]=[CH:22][C:21]([NH:24][C:25](=[O:52])[C@H:26]([NH2:34])[CH2:27][C:28]2[CH:29]=[N:30][CH:31]=[CH:32][CH:33]=2)=[CH:20][CH:19]=1)[NH:5][C:6]([C:8]1[C:13]([CH3:14])=[CH:12][CH:11]=[CH:10][C:9]=1[CH2:15][CH3:16])=[S:7]. (6) The product is: [CH2:1]([OH:3])[CH3:2].[OH2:22].[OH:23][CH2:24][CH:25]([CH2:27][OH:28])[OH:26].[C:4]([O:23][CH2:24][CH:25]([CH2:27][OH:28])[OH:26])(=[O:22])[CH2:5][CH2:6][CH2:7][CH2:8][CH2:9][CH2:10][CH2:11]/[CH:12]=[CH:13]\[CH2:14][CH2:15][CH2:16][CH2:17][CH2:18][CH2:19][CH2:20][CH3:21]. Given the reactants [CH2:1]([OH:3])[CH3:2].[C:4]([O:23][CH2:24][CH:25]([CH2:27][OH:28])[OH:26])(=[O:22])[CH2:5][CH2:6][CH2:7][CH2:8][CH2:9][CH2:10][CH2:11]/[CH:12]=[CH:13]\[CH2:14][CH2:15][CH2:16][CH2:17][CH2:18][CH2:19][CH2:20][CH3:21], predict the reaction product. (7) Given the reactants [N:1]1([CH2:7][C:8]2[CH:13]=[CH:12][C:11]([N:14]3[CH2:19][CH2:18][C:17](=O)[CH2:16][CH2:15]3)=[CH:10][CH:9]=2)[CH2:6][CH2:5][O:4][CH2:3][CH2:2]1.[NH:21]1[CH2:26][CH2:25][O:24][CH2:23][CH2:22]1, predict the reaction product. The product is: [N:1]1([CH2:7][C:8]2[CH:13]=[CH:12][C:11]([N:14]3[CH2:19][CH2:18][CH:17]([N:21]4[CH2:26][CH2:25][O:24][CH2:23][CH2:22]4)[CH2:16][CH2:15]3)=[CH:10][CH:9]=2)[CH2:6][CH2:5][O:4][CH2:3][CH2:2]1. (8) The product is: [N:1]1[CH:2]=[CH:3][N:4]2[C:9]=1[CH:8]=[CH:7][C:6]([O:10][C:11]1[CH:12]=[C:13]([NH:14][C:32]([NH:31][C:25]3[CH:30]=[CH:29][CH:28]=[CH:27][CH:26]=3)=[O:33])[CH:15]=[CH:16][CH:17]=1)=[N:5]2. Given the reactants [N:1]1[CH:2]=[CH:3][N:4]2[C:9]=1[CH:8]=[CH:7][C:6]([O:10][C:11]1[CH:12]=[C:13]([CH:15]=[CH:16][CH:17]=1)[NH2:14])=[N:5]2.C(N(CC)CC)C.[C:25]1([N:31]=[C:32]=[O:33])[CH:30]=[CH:29][CH:28]=[CH:27][CH:26]=1, predict the reaction product.